Dataset: Full USPTO retrosynthesis dataset with 1.9M reactions from patents (1976-2016). Task: Predict the reactants needed to synthesize the given product. (1) Given the product [O:18]=[C:17]1[N:12]([CH2:11][C:10]2[CH:27]=[CH:28][CH:29]=[C:8]([C:5]3[N:4]=[CH:3][C:2]([B:35]4[O:39][C:38]([CH3:41])([CH3:40])[C:37]([CH3:43])([CH3:42])[O:36]4)=[CH:7][N:6]=3)[CH:9]=2)[N:13]=[C:14]([C:19]2[CH:20]=[C:21]([CH:24]=[CH:25][CH:26]=2)[C:22]#[N:23])[CH:15]=[CH:16]1, predict the reactants needed to synthesize it. The reactants are: Br[C:2]1[CH:3]=[N:4][C:5]([C:8]2[CH:9]=[C:10]([CH:27]=[CH:28][CH:29]=2)[CH2:11][N:12]2[C:17](=[O:18])[CH:16]=[CH:15][C:14]([C:19]3[CH:20]=[C:21]([CH:24]=[CH:25][CH:26]=3)[C:22]#[N:23])=[N:13]2)=[N:6][CH:7]=1.CN(C=O)C.[B:35]1([B:35]2[O:39][C:38]([CH3:41])([CH3:40])[C:37]([CH3:43])([CH3:42])[O:36]2)[O:39][C:38]([CH3:41])([CH3:40])[C:37]([CH3:43])([CH3:42])[O:36]1.C([O-])(=O)C.[K+]. (2) The reactants are: [C:1]([C:4]1[C:14]([O:15]CC2C=CC=CC=2)=[CH:13][CH:12]=[C:11]([O:23][C:24]2[C:32]([CH3:33])=[CH:31][C:30]([N+:34]([O-:36])=[O:35])=[C:29]3[C:25]=2[CH2:26][CH2:27][CH2:28]3)[C:5]=1[C:6]([O:8][CH2:9][CH3:10])=[O:7])(=[O:3])[CH3:2]. Given the product [C:1]([C:4]1[C:14]([OH:15])=[CH:13][CH:12]=[C:11]([O:23][C:24]2[C:32]([CH3:33])=[CH:31][C:30]([N+:34]([O-:36])=[O:35])=[C:29]3[C:25]=2[CH2:26][CH2:27][CH2:28]3)[C:5]=1[C:6]([O:8][CH2:9][CH3:10])=[O:7])(=[O:3])[CH3:2], predict the reactants needed to synthesize it. (3) Given the product [Cl:15][C:16]1[CH:25]=[C:24]2[C:19]([CH:20]=[CH:21][N:22]([C@H:27]3[C@H:12]4[C@H:8]([O:9][CH:10]([O:13][CH3:14])[O:11]4)[C@@H:29]([CH2:30][OH:33])[O:28]3)[C:23]2=[O:26])=[CH:18][CH:17]=1, predict the reactants needed to synthesize it. The reactants are: Cl.N1C=CC=CC=1.[CH3:8][O:9][CH:10]([O:13][CH3:14])[O:11][CH3:12].[Cl:15][C:16]1[CH:25]=[C:24]2[C:19]([CH:20]=[CH:21][N:22]([C@H:27]3[C@H](O)[C@H:30]([OH:33])[C@@H:29](CO)[O:28]3)[C:23]2=[O:26])=[CH:18][CH:17]=1. (4) Given the product [C:1]([NH:20][C:30]([NH:29][C:21](=[O:28])[C:22]1[CH:23]=[CH:24][CH:25]=[CH:26][CH:27]=1)=[S:31])([C:8]1[CH:13]=[CH:12][CH:11]=[CH:10][CH:9]=1)([C:14]1[CH:15]=[CH:16][CH:17]=[CH:18][CH:19]=1)[C:2]1[CH:3]=[CH:4][CH:5]=[CH:6][CH:7]=1, predict the reactants needed to synthesize it. The reactants are: [C:1]([NH2:20])([C:14]1[CH:19]=[CH:18][CH:17]=[CH:16][CH:15]=1)([C:8]1[CH:13]=[CH:12][CH:11]=[CH:10][CH:9]=1)[C:2]1[CH:7]=[CH:6][CH:5]=[CH:4][CH:3]=1.[C:21]([N:29]=[C:30]=[S:31])(=[O:28])[C:22]1[CH:27]=[CH:26][CH:25]=[CH:24][CH:23]=1. (5) The reactants are: C([O:5][C:6](=[O:40])[C:7]1[CH:12]=[CH:11][CH:10]=[C:9]([CH2:13][CH:14]([NH:28][C:29](=[O:37])[CH2:30][CH2:31][S:32](=[O:36])(=[O:35])[NH:33][CH3:34])[B:15]2[O:23]C3C(C)(C4CC(C3)C4(C)C)[O:16]2)[C:8]=1OC)(C)(C)C.B(Br)(Br)Br. Given the product [OH:23][B:15]1[CH:14]([NH:28][C:29](=[O:37])[CH2:30][CH2:31][S:32](=[O:36])(=[O:35])[NH:33][CH3:34])[CH2:13][C:9]2[CH:10]=[CH:11][CH:12]=[C:7]([C:6]([OH:5])=[O:40])[C:8]=2[O:16]1, predict the reactants needed to synthesize it.